This data is from Full USPTO retrosynthesis dataset with 1.9M reactions from patents (1976-2016). The task is: Predict the reactants needed to synthesize the given product. Given the product [CH:21]1([N:18]2[C:19]3[C:15](=[CH:14][CH:13]=[C:12]([NH:11][C:4](=[O:6])[C:3]4[CH:7]=[CH:8][N:9]=[CH:10][C:2]=4[F:1])[CH:20]=3)[C:16]([CH3:25])([CH3:26])[C:17]2=[O:24])[CH2:23][CH2:22]1, predict the reactants needed to synthesize it. The reactants are: [F:1][C:2]1[CH:10]=[N:9][CH:8]=[CH:7][C:3]=1[C:4]([OH:6])=O.[NH2:11][C:12]1[CH:20]=[C:19]2[C:15]([C:16]([CH3:26])([CH3:25])[C:17](=[O:24])[N:18]2[CH:21]2[CH2:23][CH2:22]2)=[CH:14][CH:13]=1.